This data is from Forward reaction prediction with 1.9M reactions from USPTO patents (1976-2016). The task is: Predict the product of the given reaction. (1) Given the reactants [C:1]([CH2:3][S:4](Cl)(=[O:6])=[O:5])#[N:2].[CH:8]([NH2:11])([CH3:10])[CH3:9], predict the reaction product. The product is: [C:1]([CH2:3][S:4]([NH:11][CH:8]([CH3:10])[CH3:9])(=[O:6])=[O:5])#[N:2]. (2) Given the reactants [Cl:1][C:2]1[N:3]=[C:4]([NH:15][C:16]2[CH:21]=[CH:20][C:19]([N:22]3[CH:27]=[CH:26][N:25]([CH3:28])[CH:24]=[CH:23]3)=[CH:18][CH:17]=2)[C:5]([C:12]([NH2:14])=[O:13])=[N:6][C:7]=1[C:8](O)([CH3:10])[CH3:9], predict the reaction product. The product is: [Cl:1][C:2]1[N:3]=[C:4]([NH:15][C:16]2[CH:17]=[CH:18][C:19]([N:22]3[CH2:27][CH2:26][N:25]([CH3:28])[CH2:24][CH2:23]3)=[CH:20][CH:21]=2)[C:5]([C:12]([NH2:14])=[O:13])=[N:6][C:7]=1[C:8]([CH3:10])=[CH2:9]. (3) Given the reactants C([O:3][C:4](=[O:24])[CH:5]([O:21][CH2:22][CH3:23])[CH2:6][C:7]1[CH:12]=[CH:11][C:10]([OH:13])=[C:9]([CH2:14][C:15]2[CH:20]=[CH:19][CH:18]=[CH:17][CH:16]=2)[CH:8]=1)C.[OH-].[K+].Cl, predict the reaction product. The product is: [CH2:14]([C:9]1[CH:8]=[C:7]([CH2:6][CH:5]([O:21][CH2:22][CH3:23])[C:4]([OH:24])=[O:3])[CH:12]=[CH:11][C:10]=1[OH:13])[C:15]1[CH:20]=[CH:19][CH:18]=[CH:17][CH:16]=1. (4) Given the reactants [CH3:1][CH:2]([CH2:8][CH:9]([CH3:11])[CH3:10])[CH:3]=[CH:4][N+:5]([O-:7])=[O:6].C(N(CC)CC)C.[S:19]1[CH2:24][CH:23]([OH:25])[S:19][CH2:24][CH:23]1[OH:25], predict the reaction product. The product is: [CH3:10][CH:9]([CH3:11])[CH2:8][CH:2]([CH:3]1[S:19][CH2:24][CH:23]([OH:25])[CH:4]1[N+:5]([O-:7])=[O:6])[CH3:1].